This data is from Full USPTO retrosynthesis dataset with 1.9M reactions from patents (1976-2016). The task is: Predict the reactants needed to synthesize the given product. Given the product [Br:3][C:14]1[C:15]2[CH:20]=[N:19][C:18]([S:21][CH3:22])=[N:17][C:16]=2[N:11]([CH:6]2[CH2:10][CH2:9][CH2:8][CH2:7]2)[C:12](=[O:24])[CH:13]=1, predict the reactants needed to synthesize it. The reactants are: P(Br)(Br)([Br:3])=O.[CH:6]1([N:11]2[C:16]3[N:17]=[C:18]([S:21][CH3:22])[N:19]=[CH:20][C:15]=3[C:14](O)=[CH:13][C:12]2=[O:24])[CH2:10][CH2:9][CH2:8][CH2:7]1.